This data is from Peptide-MHC class II binding affinity with 134,281 pairs from IEDB. The task is: Regression. Given a peptide amino acid sequence and an MHC pseudo amino acid sequence, predict their binding affinity value. This is MHC class II binding data. The peptide sequence is INEPTAAAIAGGLDR. The MHC is HLA-DQA10401-DQB10402 with pseudo-sequence HLA-DQA10401-DQB10402. The binding affinity (normalized) is 0.456.